From a dataset of Forward reaction prediction with 1.9M reactions from USPTO patents (1976-2016). Predict the product of the given reaction. Given the reactants Br[C:2]1[CH:11]=[C:10]2[C:5]([C:6]([Cl:16])=[C:7]([S:12]([NH2:15])(=[O:14])=[O:13])[CH:8]=[N:9]2)=[CH:4][CH:3]=1.[CH3:17][O:18][C:19]1[N:24]=[C:23]([O:25][CH3:26])[C:22](B(O)O)=[CH:21][N:20]=1.C(=O)([O-])[O-].[K+].[K+].O1CCOCC1, predict the reaction product. The product is: [CH3:17][O:18][C:19]1[N:24]=[C:23]([O:25][CH3:26])[C:22]([C:2]2[CH:11]=[C:10]3[C:5]([C:6]([Cl:16])=[C:7]([S:12]([NH2:15])(=[O:14])=[O:13])[CH:8]=[N:9]3)=[CH:4][CH:3]=2)=[CH:21][N:20]=1.